This data is from Full USPTO retrosynthesis dataset with 1.9M reactions from patents (1976-2016). The task is: Predict the reactants needed to synthesize the given product. (1) Given the product [OH:1][C@@H:2]1[C@H:6]([OH:7])[C@@H:5]([CH2:8][OH:9])[CH2:4][C@H:3]1[N:10]1[CH:19]=[CH:18][C:17]2[C:12](=[CH:13][C:14]([F:21])=[C:15]([N:24]([CH3:25])[CH3:23])[CH:16]=2)[C:11]1=[O:22], predict the reactants needed to synthesize it. The reactants are: [OH:1][C@@H:2]1[C@H:6]([OH:7])[C@@H:5]([CH2:8][OH:9])[CH2:4][C@H:3]1[N:10]1[CH:19]=[CH:18][C:17]2[C:12](=[CH:13][C:14]([F:21])=[C:15](F)[CH:16]=2)[C:11]1=[O:22].[CH3:23][NH:24][CH3:25]. (2) Given the product [CH2:34]([O:36][C:37](=[O:46])[CH2:38][CH:39]1[N:44]=[CH:43][CH:42]=[CH:41][N:40]1[CH:27]1[CH2:11][CH2:12][C:13]2[C:18](=[CH:17][C:16]([O:19][CH3:20])=[C:15]([O:21][CH3:22])[CH:14]=2)[CH:9]1[CH2:8][C:7]1[CH:6]=[CH:5][C:4]([O:3][CH3:2])=[C:24]([O:25][CH3:26])[CH:23]=1)[CH3:35], predict the reactants needed to synthesize it. The reactants are: Cl.[CH3:2][O:3][C:4]1[C:24]([O:25][CH3:26])=[CH:23][C:7]([CH2:8][CH:9]2[C:18]3[C:13](=[CH:14][C:15]([O:21][CH3:22])=[C:16]([O:19][CH3:20])[CH:17]=3)[CH2:12][CH2:11]N2)=[CH:6][CH:5]=1.[CH2:27](N(CC)CC)C.[CH2:34]([O:36][C:37](=[O:46])[CH2:38][C:39]1[N:44]=[C:43](Br)[CH:42]=[CH:41][N:40]=1)[CH3:35]. (3) The reactants are: [OH:1][C:2]1[CH:19]=[C:18]2[C:5]([C@@:6]3(C)[C@H:15]([CH2:16][S:17]2(=[O:21])=[O:20])[C@:14]2([CH3:22])[C@H:9]([C:10]([CH3:24])([CH3:23])[CH2:11][CH2:12][CH2:13]2)[CH2:8][CH2:7]3)=[C:4]([O:26][CH3:27])[CH:3]=1.C(N(CC)CC)C.[F:35][C:36]([F:49])([F:48])[S:37](O[S:37]([C:36]([F:49])([F:48])[F:35])(=[O:39])=[O:38])(=[O:39])=[O:38]. Given the product [F:35][C:36]([F:49])([F:48])[S:37]([O:1][C:2]1[CH:19]=[C:18]2[C:5]([C@H:6]3[C@H:15]([CH2:16][S:17]2(=[O:21])=[O:20])[C@:14]2([CH3:22])[C@H:9]([C:10]([CH3:24])([CH3:23])[CH2:11][CH2:12][CH2:13]2)[CH2:8][CH2:7]3)=[C:4]([O:26][CH3:27])[CH:3]=1)(=[O:39])=[O:38], predict the reactants needed to synthesize it. (4) Given the product [CH3:17][O:16][C:12]1[CH:11]=[C:9]([NH:10][C:3]([NH2:2])=[S:4])[CH:8]=[C:7]([O:6][CH3:5])[C:13]=1[O:14][CH3:15], predict the reactants needed to synthesize it. The reactants are: [NH4+].[N:2]#[C:3][S-:4].[CH3:5][O:6][C:7]1[CH:8]=[C:9]([CH:11]=[C:12]([O:16][CH3:17])[C:13]=1[O:14][CH3:15])[NH2:10]. (5) Given the product [Cl:16][C:19]1[CH:18]=[CH:23][C:22]([CH2:24][N:13]2[CH:14]=[C:10]([C:9]#[C:8][C:6]3[CH:5]=[CH:4][N:3]=[C:2]([CH3:1])[CH:7]=3)[N:11]=[C:12]2[CH3:15])=[CH:21][N:20]=1, predict the reactants needed to synthesize it. The reactants are: [CH3:1][C:2]1[CH:7]=[C:6]([C:8]#[C:9][C:10]2[N:11]=[C:12]([CH3:15])[NH:13][CH:14]=2)[CH:5]=[CH:4][N:3]=1.[ClH:16].Cl[C:18]1[CH:19]=[N:20][CH:21]=[C:22]([CH2:24]Cl)[CH:23]=1.